Dataset: Forward reaction prediction with 1.9M reactions from USPTO patents (1976-2016). Task: Predict the product of the given reaction. (1) Given the reactants [CH2:1]([C:3]1[C:12]2[C:7](=[CH:8][C:9]([F:15])=[C:10]([O:13][CH3:14])[CH:11]=2)[NH:6][C:5](=O)[C:4]=1[C:17]([O:19][CH2:20][CH3:21])=[O:18])[CH3:2].P(Cl)(Cl)([Cl:24])=O, predict the reaction product. The product is: [Cl:24][C:5]1[C:4]([C:17]([O:19][CH2:20][CH3:21])=[O:18])=[C:3]([CH2:1][CH3:2])[C:12]2[C:7](=[CH:8][C:9]([F:15])=[C:10]([O:13][CH3:14])[CH:11]=2)[N:6]=1. (2) Given the reactants [F:1][C:2]([F:20])([F:19])[C:3]([N:5]([C:7]1[CH:12]=[CH:11][C:10]([C:13]#[C:14][CH2:15][CH2:16]CO)=[CH:9][CH:8]=1)[CH3:6])=[O:4].[C:21]([O:24][CH2:25][CH2:26][CH2:27][CH2:28][CH2:29][CH2:30][O:31]CCC#C)(=[O:23])[CH3:22], predict the reaction product. The product is: [C:21]([O:24][CH2:25][CH2:26][CH2:27][CH2:28][CH2:29][CH2:30][O:31][CH2:16][CH2:15][C:14]#[C:13][C:10]1[CH:9]=[CH:8][C:7]([N:5]([CH3:6])[C:3](=[O:4])[C:2]([F:1])([F:19])[F:20])=[CH:12][CH:11]=1)(=[O:23])[CH3:22]. (3) Given the reactants [CH2:1]([O:3][C:4]1[C:9]([CH2:10]O)=[C:8]([C:12]([F:15])([F:14])[F:13])[N:7]=[CH:6][N:5]=1)[CH3:2].P(Br)(Br)[Br:17].CO.O, predict the reaction product. The product is: [Br:17][CH2:10][C:9]1[C:4]([O:3][CH2:1][CH3:2])=[N:5][CH:6]=[N:7][C:8]=1[C:12]([F:15])([F:14])[F:13]. (4) Given the reactants [CH3:1][C:2]1[N:3]=[C:4]2[CH:9]=[C:8]([CH3:10])[CH:7]=[CH:6][N:5]2[C:11]=1[C:12]([O:14]CC)=[O:13].[Li+].[OH-], predict the reaction product. The product is: [CH3:1][C:2]1[N:3]=[C:4]2[CH:9]=[C:8]([CH3:10])[CH:7]=[CH:6][N:5]2[C:11]=1[C:12]([OH:14])=[O:13]. (5) Given the reactants [CH3:1][C:2]([NH:10]C(=O)OCC1C=CC=CC=1)([C:4]1[S:5][CH:6]=[C:7]([CH3:9])[N:8]=1)[CH3:3].C(O)(C(F)(F)F)=O, predict the reaction product. The product is: [CH3:9][C:7]1[N:8]=[C:4]([C:2]([NH2:10])([CH3:3])[CH3:1])[S:5][CH:6]=1.